Dataset: Forward reaction prediction with 1.9M reactions from USPTO patents (1976-2016). Task: Predict the product of the given reaction. Given the reactants C([C:3]1[CH:4]=[C:5]([CH:11]=[CH:12][C:13]=1[O:14][CH3:15])[C:6]([O:8][CH2:9][CH3:10])=[O:7])=O.[CH:16]([O:21][CH3:22])([O:19][CH3:20])OC.O.C1(C)C=CC(S(O)(=O)=O)=CC=1.C(=O)(O)[O-].[Na+], predict the reaction product. The product is: [CH3:22][O:21][CH:16]([O:19][CH3:20])[C:3]1[CH:4]=[C:5]([CH:11]=[CH:12][C:13]=1[O:14][CH3:15])[C:6]([O:8][CH2:9][CH3:10])=[O:7].